This data is from Forward reaction prediction with 1.9M reactions from USPTO patents (1976-2016). The task is: Predict the product of the given reaction. (1) Given the reactants [C:1]1([CH2:7][CH2:8][OH:9])[CH:6]=[CH:5][CH:4]=[CH:3][CH:2]=1.Cl[C:11]1[N:12]=[C:13]([OH:21])[C:14]2[CH:20]=[CH:19][N:18]=[CH:17][C:15]=2[N:16]=1, predict the reaction product. The product is: [C:1]1([CH2:7][CH2:8][O:9][C:11]2[N:12]=[C:13]([OH:21])[C:14]3[CH:20]=[CH:19][N:18]=[CH:17][C:15]=3[N:16]=2)[CH:6]=[CH:5][CH:4]=[CH:3][CH:2]=1. (2) The product is: [CH2:16]([O:18][C:19]([C:21]1[C:22](=[O:44])[C:23]2[CH:28]=[N:27][C:26]([NH:1][C:2]3[CH:15]=[CH:14][C:5]([O:6][CH2:7][CH:8]([OH:13])[CH2:9][N:10]([CH3:12])[CH3:11])=[CH:4][CH:3]=3)=[N:25][C:24]=2[N:33]([C:35]2[CH:36]=[C:37]3[C:41](=[CH:42][CH:43]=2)[CH2:40][CH2:39][CH2:38]3)[CH:34]=1)=[O:20])[CH3:17]. Given the reactants [NH2:1][C:2]1[CH:15]=[CH:14][C:5]([O:6][CH2:7][CH:8]([OH:13])[CH2:9][N:10]([CH3:12])[CH3:11])=[CH:4][CH:3]=1.[CH2:16]([O:18][C:19]([C:21]1[C:22](=[O:44])[C:23]2[CH:28]=[N:27][C:26](S(C)(=O)=O)=[N:25][C:24]=2[N:33]([C:35]2[CH:36]=[C:37]3[C:41](=[CH:42][CH:43]=2)[CH2:40][CH2:39][CH2:38]3)[CH:34]=1)=[O:20])[CH3:17], predict the reaction product. (3) Given the reactants [CH3:1][C:2]1[O:6][C:5]([C:7]2[CH:15]=[CH:14][CH:13]=[CH:12][C:8]=2[C:9]([OH:11])=O)=[N:4][N:3]=1.[CH3:16][C@:17]1([NH:23][C:24]2[CH:29]=[N:28][C:27]([C:30]([F:33])([F:32])[F:31])=[CH:26][N:25]=2)[CH2:21][CH2:20][CH2:19][C@@H:18]1[NH2:22].N1C2C(=NC=CC=2)N(O)N=1.C(Cl)CCl.C(N(CC)CC)C, predict the reaction product. The product is: [CH3:1][C:2]1[O:6][C:5]([C:7]2[CH:15]=[CH:14][CH:13]=[CH:12][C:8]=2[C:9]([NH:22][C@H:18]2[CH2:19][CH2:20][CH2:21][C@:17]2([CH3:16])[NH:23][C:24]2[CH:29]=[N:28][C:27]([C:30]([F:33])([F:32])[F:31])=[CH:26][N:25]=2)=[O:11])=[N:4][N:3]=1. (4) Given the reactants [CH3:1][O:2][C:3]([C:5]1[S:6][C:7]([C:26]2[CH:31]=[CH:30][CH:29]=[CH:28][CH:27]=2)=[CH:8][C:9]=1[N:10]([C:17]([CH:19]1[CH2:24][CH2:23][CH:22]([CH3:25])[CH2:21][CH2:20]1)=[O:18])[CH:11]1[CH2:16][CH2:15][NH:14][CH2:13][CH2:12]1)=[O:4].C([O-])([O-])=O.[K+].[K+].[N:38]#[C:39]Br, predict the reaction product. The product is: [CH3:1][O:2][C:3]([C:5]1[S:6][C:7]([C:26]2[CH:27]=[CH:28][CH:29]=[CH:30][CH:31]=2)=[CH:8][C:9]=1[N:10]([CH:11]1[CH2:16][CH2:15][N:14]([C:39]#[N:38])[CH2:13][CH2:12]1)[C:17]([CH:19]1[CH2:20][CH2:21][CH:22]([CH3:25])[CH2:23][CH2:24]1)=[O:18])=[O:4]. (5) Given the reactants [N:1]1[CH:6]=[CH:5][CH:4]=[CH:3][C:2]=1[C:7]1[N:8]=[N:9][N:10]([C:12]2[CH:13]=[C:14]([CH:17]=[CH:18][CH:19]=2)[C:15]#[N:16])[N:11]=1.[N-:20]=[N+:21]=[N-:22].[Na+].Cl.C(OCC)(=O)C, predict the reaction product. The product is: [N:16]1[NH:20][N:21]=[N:22][C:15]=1[C:14]1[CH:13]=[C:12]([N:10]2[N:9]=[N:8][C:7]([C:2]3[CH:3]=[CH:4][CH:5]=[CH:6][N:1]=3)=[N:11]2)[CH:19]=[CH:18][CH:17]=1.